This data is from Catalyst prediction with 721,799 reactions and 888 catalyst types from USPTO. The task is: Predict which catalyst facilitates the given reaction. Reactant: Cl[C:2]1([C:13]2[CH:18]=[CH:17][C:16]([CH:19]([CH3:21])[CH3:20])=[CH:15][C:14]=2[O:22][CH3:23])[C:10](=[O:11])[C:9]2[C:4](=[CH:5][CH:6]=[CH:7][CH:8]=2)[C:3]1=[O:12].[I-].[Na+].[N-:26]=[N+:27]=[N-:28].[Na+]. Product: [N:26]([C:2]1([C:13]2[CH:18]=[CH:17][C:16]([CH:19]([CH3:21])[CH3:20])=[CH:15][C:14]=2[O:22][CH3:23])[C:10](=[O:11])[C:9]2[C:4](=[CH:5][CH:6]=[CH:7][CH:8]=2)[C:3]1=[O:12])=[N+:27]=[N-:28]. The catalyst class is: 21.